This data is from NCI-60 drug combinations with 297,098 pairs across 59 cell lines. The task is: Regression. Given two drug SMILES strings and cell line genomic features, predict the synergy score measuring deviation from expected non-interaction effect. Drug 1: C1=CC(=C2C(=C1NCCNCCO)C(=O)C3=C(C=CC(=C3C2=O)O)O)NCCNCCO. Drug 2: C(=O)(N)NO. Cell line: SK-OV-3. Synergy scores: CSS=48.3, Synergy_ZIP=1.77, Synergy_Bliss=1.68, Synergy_Loewe=-64.4, Synergy_HSA=0.562.